From a dataset of Full USPTO retrosynthesis dataset with 1.9M reactions from patents (1976-2016). Predict the reactants needed to synthesize the given product. (1) The reactants are: [NH2:1][C:2]1[CH:3]=[N:4][C:5]2[C:10]([CH:11]=1)=[CH:9][CH:8]=[CH:7][C:6]=2[Br:12].FC(F)(F)C([N:17]1[CH2:26][CH2:25][C:24]2[C:19](=[CH:20][C:21]([S:27](Cl)(=[O:29])=[O:28])=[CH:22][CH:23]=2)[CH2:18]1)=O.[OH-].[Na+].Cl.[C:36](OC(=O)C)(=[O:38])[CH3:37]. Given the product [Br:12][C:6]1[CH:7]=[CH:8][CH:9]=[C:10]2[C:5]=1[N:4]=[CH:3][C:2]([N:1]([C:36](=[O:38])[CH3:37])[S:27]([C:21]1[CH:20]=[C:19]3[C:24]([CH2:25][CH2:26][NH:17][CH2:18]3)=[CH:23][CH:22]=1)(=[O:28])=[O:29])=[CH:11]2, predict the reactants needed to synthesize it. (2) Given the product [Cl:15][S:16]([C:13]1[CH:12]=[CH:11][C:9]2[N:10]=[C:6]([NH:5][C:1]([O:3][CH3:4])=[O:2])[NH:7][C:8]=2[CH:14]=1)(=[O:18])=[O:17], predict the reactants needed to synthesize it. The reactants are: [C:1]([NH:5][C:6]1[NH:7][C:8]2[CH:14]=[CH:13][CH:12]=[CH:11][C:9]=2[N:10]=1)([O:3][CH3:4])=[O:2].[Cl:15][S:16](O)(=[O:18])=[O:17]. (3) Given the product [F:21][C:22]1[CH:29]=[CH:28][C:25]([CH:26]([OH:27])[CH2:20][C:18]2[CH:17]=[CH:16][N:15]=[C:14]([CH3:13])[CH:19]=2)=[CH:24][CH:23]=1, predict the reactants needed to synthesize it. The reactants are: C(NC(C)C)(C)C.C([Li])CCC.[CH3:13][C:14]1[CH:19]=[C:18]([CH3:20])[CH:17]=[CH:16][N:15]=1.[F:21][C:22]1[CH:29]=[CH:28][C:25]([CH:26]=[O:27])=[CH:24][CH:23]=1.[Cl-].[NH4+]. (4) Given the product [F:34][C:24]1[C:25]([CH2:30][C:31](=[O:32])[N:17]2[CH2:16][CH2:15][CH:14]([CH2:13][CH2:12][C:10]3[CH:9]=[CH:8][C:7]4[C:3](=[O:2])[O:4][CH2:5][C:6]=4[CH:11]=3)[CH2:19][CH2:18]2)=[CH:26][C:27]([O:28][CH3:29])=[C:22]([CH:23]=1)[C:20]#[N:21], predict the reactants needed to synthesize it. The reactants are: [Cl-].[O:2]=[C:3]1[C:7]2[CH:8]=[CH:9][C:10]([CH2:12][CH2:13][CH:14]3[CH2:19][CH2:18][NH2+:17][CH2:16][CH2:15]3)=[CH:11][C:6]=2[CH2:5][O:4]1.[C:20]([C:22]1[C:27]([O:28][CH3:29])=[CH:26][C:25]([CH2:30][C:31](O)=[O:32])=[C:24]([F:34])[CH:23]=1)#[N:21]. (5) The reactants are: [C:1]([N:4]1[CH2:9][CH2:8][CH:7]([C:10]([N:12]([C:32]2[CH:37]=[CH:36][C:35]([Cl:38])=[C:34]([Cl:39])[CH:33]=2)[CH2:13][CH2:14][CH2:15][N:16]2[CH2:21][CH2:20][CH:19]([CH2:22][C:23]3[CH:28]=[CH:27][C:26]([N+:29]([O-])=O)=[CH:25][CH:24]=3)[CH2:18][CH2:17]2)=[O:11])[CH2:6][CH2:5]1)(=[O:3])[CH3:2].O=C1NC(CN2CCNCC2)=CC(=O)N1.[OH-].[Na+].C(OCC)(=O)C. Given the product [C:1]([N:4]1[CH2:9][CH2:8][CH:7]([C:10]([N:12]([CH2:13][CH2:14][CH2:15][N:16]2[CH2:17][CH2:18][CH:19]([CH2:22][C:23]3[CH:24]=[CH:25][C:26]([NH2:29])=[CH:27][CH:28]=3)[CH2:20][CH2:21]2)[C:32]2[CH:37]=[CH:36][C:35]([Cl:38])=[C:34]([Cl:39])[CH:33]=2)=[O:11])[CH2:6][CH2:5]1)(=[O:3])[CH3:2], predict the reactants needed to synthesize it.